From a dataset of Forward reaction prediction with 1.9M reactions from USPTO patents (1976-2016). Predict the product of the given reaction. (1) Given the reactants C[O:2][C:3](=[O:15])[C:4]1[CH:9]=[CH:8][CH:7]=[CH:6][C:5]=1[O:10][CH2:11][CH2:12][O:13][CH3:14].Cl, predict the reaction product. The product is: [CH3:14][O:13][CH2:12][CH2:11][O:10][C:5]1[CH:6]=[CH:7][CH:8]=[CH:9][C:4]=1[C:3]([OH:15])=[O:2]. (2) Given the reactants [Br:1][C:2]1[N:3]=[CH:4][CH:5]=[C:6]2[CH:10]=[N:9][NH:8][C:7]=12.Br[CH2:12][C:13]1[CH:24]=[CH:23][C:16]([CH2:17][N:18]2[CH:22]=[CH:21][CH:20]=[N:19]2)=[CH:15][CH:14]=1.C([O-])([O-])=O.[Cs+].[Cs+], predict the reaction product. The product is: [N:18]1([CH2:17][C:16]2[CH:23]=[CH:24][C:13]([CH2:12][N:9]3[CH:10]=[C:6]4[C:7]([C:2]([Br:1])=[N:3][CH:4]=[CH:5]4)=[N:8]3)=[CH:14][CH:15]=2)[CH:22]=[CH:21][CH:20]=[N:19]1.[N:18]1([CH2:17][C:16]2[CH:23]=[CH:24][C:13]([CH2:12][N:8]3[C:7]4=[C:2]([Br:1])[N:3]=[CH:4][CH:5]=[C:6]4[CH:10]=[N:9]3)=[CH:14][CH:15]=2)[CH:22]=[CH:21][CH:20]=[N:19]1. (3) Given the reactants [N-:1]=[N+:2]=[N-:3].[Na+].[Cl:5][C:6]1[C:11]([O:12][CH2:13][C@@H:14]2[CH2:16][O:15]2)=[CH:10][CH:9]=[CH:8][N:7]=1.O.[N-]=[N+]=[N-].[Na+], predict the reaction product. The product is: [N:1]([CH2:16][C@H:14]([OH:15])[CH2:13][O:12][C:11]1[C:6]([Cl:5])=[N:7][CH:8]=[CH:9][CH:10]=1)=[N+:2]=[N-:3].